This data is from Catalyst prediction with 721,799 reactions and 888 catalyst types from USPTO. The task is: Predict which catalyst facilitates the given reaction. (1) The catalyst class is: 8. Reactant: [OH-].[K+].[CH3:3][C:4]1[N:9]=[C:8]([CH3:10])[C:7]([C:11]([O:13]CC)=[O:12])=[CH:6][N:5]=1. Product: [CH3:3][C:4]1[N:9]=[C:8]([CH3:10])[C:7]([C:11]([OH:13])=[O:12])=[CH:6][N:5]=1. (2) Reactant: Cl[C:2]1[C:7]([N+:8]([O-:10])=[O:9])=[CH:6][CH:5]=[C:4]([Cl:11])[N:3]=1.C(=O)([O-])[O-].[Na+].[Na+].CN(C)C=O.[CH2:23]1[C:32]2[C:27](=[CH:28][CH:29]=[CH:30][CH:31]=2)[CH2:26][CH2:25][NH:24]1. Product: [Cl:11][C:4]1[N:3]=[C:2]([N:24]2[CH2:25][CH2:26][C:27]3[C:32](=[CH:31][CH:30]=[CH:29][CH:28]=3)[CH2:23]2)[C:7]([N+:8]([O-:10])=[O:9])=[CH:6][CH:5]=1. The catalyst class is: 6. (3) Reactant: C(N(CC)CC)C.[CH3:8][C@:9]12[C:15]([CH3:17])([CH3:16])[C@H:12]([CH2:13][CH2:14]1)[CH:11]([C:18](Cl)=[O:19])[C:10]2=O.C(O[C:27]([N:29](C)[NH:30][C:31]1[C:40]2[C:35](=[CH:36][CH:37]=[CH:38][CH:39]=2)[C:34]([CH3:41])=[CH:33][CH:32]=1)=O)(C)(C)C.Cl.O1CCOCC1. Product: [CH3:27][N:29]1[C:10]2[C@@:9]3([CH3:8])[C:15]([CH3:17])([CH3:16])[C@H:12]([CH2:13][CH2:14]3)[C:11]=2[C:18](=[O:19])[N:30]1[C:31]1[C:40]2[C:35](=[CH:36][CH:37]=[CH:38][CH:39]=2)[C:34]([CH3:41])=[CH:33][CH:32]=1. The catalyst class is: 417. (4) Reactant: [OH:1][C:2]1[CH:3]=[CH:4][C:5]([C:8]([O:10][CH3:11])=[O:9])=[N:6][CH:7]=1.ClC1C=CC=C(C(OO)=[O:20])C=1. Product: [OH:1][C:2]1[CH:7]=[N+:6]([O-:20])[C:5]([C:8]([O:10][CH3:11])=[O:9])=[CH:4][CH:3]=1. The catalyst class is: 4. (5) Reactant: [NH2:1][C:2]1[N:10]=[CH:9][N:8]=[C:7]2[C:3]=1[N:4]=[CH:5][N:6]2[C@H:11]1[C@@H:15]2[O:16]C(C)(C)[O:18][C@@H:14]2[C@@H:13]([CH2:21][N:22]([CH2:27][CH2:28][CH2:29][NH:30][C:31]([NH:33][C:34]2[CH:39]=[CH:38][C:37]([C:40]([CH3:43])([CH3:42])[CH3:41])=[CH:36][CH:35]=2)=[O:32])[S:23]([CH3:26])(=[O:25])=[O:24])[O:12]1. Product: [NH2:1][C:2]1[N:10]=[CH:9][N:8]=[C:7]2[C:3]=1[N:4]=[CH:5][N:6]2[C@@H:11]1[O:12][C@H:13]([CH2:21][N:22]([CH2:27][CH2:28][CH2:29][NH:30][C:31]([NH:33][C:34]2[CH:35]=[CH:36][C:37]([C:40]([CH3:41])([CH3:42])[CH3:43])=[CH:38][CH:39]=2)=[O:32])[S:23]([CH3:26])(=[O:24])=[O:25])[C@@H:14]([OH:18])[C@H:15]1[OH:16]. The catalyst class is: 209. (6) Reactant: C([O:5][C:6](=[O:43])[CH2:7][N:8]([CH2:33][C:34]1[CH:42]=[CH:41][C:37]([C:38](O)=O)=[CH:36][CH:35]=1)[C:9](=[O:32])[C:10]1[CH:15]=[CH:14][C:13]([NH:16][C:17](=[O:31])[CH2:18][C:19]2[CH:24]=[CH:23][C:22]([O:25][CH3:26])=[CH:21][C:20]=2[C:27]([F:30])([F:29])[F:28])=[CH:12][CH:11]=1)(C)(C)C.CN1CCOCC1.ClC(OCC(C)C)=O.[OH:59][NH:60][C:61](=[NH:68])[C:62]1[CH:67]=[CH:66][CH:65]=[CH:64][CH:63]=1. Product: [CH3:26][O:25][C:22]1[CH:23]=[CH:24][C:19]([CH2:18][C:17]([NH:16][C:13]2[CH:12]=[CH:11][C:10]([C:9]([N:8]([CH2:7][C:6]([OH:43])=[O:5])[CH2:33][C:34]3[CH:42]=[CH:41][C:37]([C:38]4[O:59][N:60]=[C:61]([C:62]5[CH:67]=[CH:66][CH:65]=[CH:64][CH:63]=5)[N:68]=4)=[CH:36][CH:35]=3)=[O:32])=[CH:15][CH:14]=2)=[O:31])=[C:20]([C:27]([F:28])([F:30])[F:29])[CH:21]=1. The catalyst class is: 887. (7) Reactant: [C:1]1([C:7]2[CH:16]=[CH:15][C:14]3[C:9](=[CH:10][CH:11]=[CH:12][CH:13]=3)[N:8]=2)C=CC=C[CH:2]=1.B([O-])OC=C.O. Product: [CH:1]([C:7]1[CH:16]=[CH:15][C:14]2[C:9](=[CH:10][CH:11]=[CH:12][CH:13]=2)[N:8]=1)=[CH2:2]. The catalyst class is: 529. (8) Reactant: [Br:1][C:2]1[CH:7]=[CH:6][C:5]([C:8]2[C:9](=[O:18])[NH:10][C:11]3([CH2:17][CH2:16][CH2:15][O:14][CH2:13]3)[N:12]=2)=[CH:4][CH:3]=1.[H-].[Na+].Br[CH2:22][C:23]([NH:25][C:26]1[CH:31]=[CH:30][CH:29]=[C:28]([C:32]([F:35])([F:34])[F:33])[CH:27]=1)=[O:24].O. Product: [Br:1][C:2]1[CH:3]=[CH:4][C:5]([C:8]2[C:9](=[O:18])[N:10]([CH2:22][C:23]([NH:25][C:26]3[CH:31]=[CH:30][CH:29]=[C:28]([C:32]([F:33])([F:34])[F:35])[CH:27]=3)=[O:24])[C:11]3([CH2:17][CH2:16][CH2:15][O:14][CH2:13]3)[N:12]=2)=[CH:6][CH:7]=1. The catalyst class is: 3.